From a dataset of Reaction yield outcomes from USPTO patents with 853,638 reactions. Predict the reaction yield, written as a fraction of the theoretical maximum amount of product (1.0 means a 100% yield; for example, 0.34 means a 34% yield). (1) The reactants are [NH2:1][C:2]1[C:7]([NH2:8])=[CH:6][C:5]([C:9]2[CH:14]=[CH:13][CH:12]=[CH:11][C:10]=2[C:15]([F:18])([F:17])[F:16])=[CH:4][C:3]=1[CH2:19][CH2:20][C:21]([CH3:24])([OH:23])[CH3:22].C1CN([P+](Br)(N2CCCC2)N2CCCC2)CC1.F[P-](F)(F)(F)(F)F.CCN(C(C)C)C(C)C.[O:58]1[C:62]2([CH2:67][CH2:66][CH2:65][CH2:64][CH2:63]2)[CH2:61][C:60]([C:68](O)=[O:69])=[N:59]1. The catalyst is C(Cl)Cl. The product is [NH2:1][C:2]1[C:3]([CH2:19][CH2:20][C:21]([OH:23])([CH3:24])[CH3:22])=[CH:4][C:5]([C:9]2[CH:14]=[CH:13][CH:12]=[CH:11][C:10]=2[C:15]([F:16])([F:17])[F:18])=[CH:6][C:7]=1[NH:8][C:68]([C:60]1[CH2:61][C:62]2([CH2:63][CH2:64][CH2:65][CH2:66][CH2:67]2)[O:58][N:59]=1)=[O:69]. The yield is 0.400. (2) The reactants are [Br:1][C:2]1[CH:10]=[CH:9][CH:8]=[C:7]2[C:3]=1[C:4]([C:20]1[C:21](O)=[CH:22][C:23]3[O:27][C:26]([CH3:29])([CH3:28])[CH2:25][C:24]=3[CH:30]=1)([CH2:18][OH:19])[C:5](=[O:17])[N:6]2[CH2:11][C:12]([O:14][CH2:15][CH3:16])=[O:13].C1(CCN2C3C(=CC=CC=3)C(C3C(O)=CC4OCOC=4C=3)(CO)C2=O)CC1. The yield is 0.520. No catalyst specified. The product is [Br:1][C:2]1[CH:10]=[CH:9][CH:8]=[C:7]2[C:3]=1[C:4]1([CH2:18][O:19][C:21]3[CH:22]=[C:23]4[C:24](=[CH:30][C:20]1=3)[CH2:25][C:26]([CH3:29])([CH3:28])[O:27]4)[C:5](=[O:17])[N:6]2[CH2:11][C:12]([O:14][CH2:15][CH3:16])=[O:13]. (3) The reactants are [CH3:1][NH:2][C:3]([C:5]1[N:9]=[C:8]([CH3:10])[N:7]([C:11]2[CH:16]=[CH:15][C:14]([N+:17]([O-])=O)=[CH:13][CH:12]=2)[N:6]=1)=[O:4].[H][H]. The catalyst is CO.[Pd]. The product is [CH3:1][NH:2][C:3]([C:5]1[N:9]=[C:8]([CH3:10])[N:7]([C:11]2[CH:12]=[CH:13][C:14]([NH2:17])=[CH:15][CH:16]=2)[N:6]=1)=[O:4]. The yield is 0.970. (4) The reactants are [O:1]([C:8]1[S:12][C:11]([CH:13]=[O:14])=[CH:10][CH:9]=1)[C:2]1[CH:7]=[CH:6][CH:5]=[CH:4][CH:3]=1.[O-:15]Cl=O.[Na+].[OH-].[Na+]. The catalyst is C1COCC1.CC(O)(C)C.O. The product is [O:1]([C:8]1[S:12][C:11]([C:13]([OH:15])=[O:14])=[CH:10][CH:9]=1)[C:2]1[CH:3]=[CH:4][CH:5]=[CH:6][CH:7]=1. The yield is 0.550. (5) The reactants are [OH:1][C:2]1[CH:15]=[CH:14][C:5]2[C:6]([CH2:9][C:10]([O:12][CH3:13])=[O:11])=[CH:7][O:8][C:4]=2[CH:3]=1. The catalyst is [Pd].CO. The product is [OH:1][C:2]1[CH:15]=[CH:14][C:5]2[CH:6]([CH2:9][C:10]([O:12][CH3:13])=[O:11])[CH2:7][O:8][C:4]=2[CH:3]=1. The yield is 0.479. (6) The reactants are [O:1]=[C:2]1[C:11]2[C:6](=[CH:7][CH:8]=[CH:9][CH:10]=2)[N:5]=[CH:4][N:3]1[C@@H:12]1[CH2:17][CH2:16][CH2:15][N:14](C(OC(C)(C)C)=O)[CH2:13]1. The catalyst is Cl.CO. The product is [NH:14]1[CH2:15][CH2:16][CH2:17][C@@H:12]([N:3]2[C:2](=[O:1])[C:11]3[C:6](=[CH:7][CH:8]=[CH:9][CH:10]=3)[N:5]=[CH:4]2)[CH2:13]1. The yield is 0.980. (7) The reactants are [NH2:1][C:2]1[N:11]=[C:10]([NH2:12])[C:9]2[C:4](=[N:5][CH:6]=[C:7]([CH2:13][NH:14][C:15]3[CH:20]=[CH:19][C:18]([CH2:21][C:22]([O:24]C(C)(C)C)=[O:23])=[CH:17][CH:16]=3)[N:8]=2)[N:3]=1.FC(F)(F)C(O)=O. The catalyst is C(Cl)Cl. The product is [NH2:1][C:2]1[N:11]=[C:10]([NH2:12])[C:9]2[C:4](=[N:5][CH:6]=[C:7]([CH2:13][NH:14][C:15]3[CH:16]=[CH:17][C:18]([CH2:21][C:22]([OH:24])=[O:23])=[CH:19][CH:20]=3)[N:8]=2)[N:3]=1. The yield is 0.870.